This data is from Forward reaction prediction with 1.9M reactions from USPTO patents (1976-2016). The task is: Predict the product of the given reaction. (1) Given the reactants [CH3:1][C:2]1([CH3:27])[C:6]([CH3:8])([CH3:7])[O:5][B:4]([C:9]2[CH:26]=[CH:25][C:12]([CH2:13]OC3C=CC=CC=3C(OC)=O)=[CH:11][CH:10]=2)[O:3]1.[OH:28][C:29]1[C:34](=[O:35])[CH:33]=[CH:32][N:31]([CH3:36])[C:30]=1[CH3:37].BrCC1C=CC(B2OC(C)(C)C(C)(C)O2)=CC=1.C([O-])([O-])=O.[K+].[K+], predict the reaction product. The product is: [CH3:36][N:31]1[CH:32]=[CH:33][C:34](=[O:35])[C:29]([O:28][CH2:13][C:12]2[CH:11]=[CH:10][C:9]([B:4]3[O:3][C:2]([CH3:27])([CH3:1])[C:6]([CH3:8])([CH3:7])[O:5]3)=[CH:26][CH:25]=2)=[C:30]1[CH3:37]. (2) Given the reactants [NH2:1][C@@H:2]([C:8]1([OH:11])[CH2:10][CH2:9]1)[C:3]([N:5]([CH3:7])[CH3:6])=[O:4].S=[C:13]1[CH2:17][S:16][C:15](=[O:18])[NH:14]1, predict the reaction product. The product is: [OH:11][C:8]1([C@H:2]([NH:1][C:13]2[CH2:17][S:16][C:15](=[O:18])[N:14]=2)[C:3]([N:5]([CH3:7])[CH3:6])=[O:4])[CH2:10][CH2:9]1. (3) Given the reactants C[S:2][C:3]1[CH:16]=[CH:15][CH:14]=[CH:13][C:4]=1[CH2:5][C:6]1[CH:11]=[CH:10][CH:9]=[CH:8][C:7]=1[OH:12].N.[Na].[NH4+].[Cl-], predict the reaction product. The product is: [SH:2][C:3]1[CH:16]=[CH:15][CH:14]=[CH:13][C:4]=1[CH2:5][C:6]1[CH:11]=[CH:10][CH:9]=[CH:8][C:7]=1[OH:12]. (4) Given the reactants [Cl:1][C:2]1[CH:3]=[C:4]([CH2:10][C:11]([OH:13])=[O:12])[CH:5]=[CH:6][C:7]=1[S:8][CH3:9].[Li+].[CH3:15]C([N-]C(C)C)C.CCCCCC.CN(CCN(C)C)C.CI.[NH4+].[Cl-], predict the reaction product. The product is: [Cl:1][C:2]1[CH:3]=[C:4]([CH:10]([CH3:15])[C:11]([OH:13])=[O:12])[CH:5]=[CH:6][C:7]=1[S:8][CH3:9].